From a dataset of Forward reaction prediction with 1.9M reactions from USPTO patents (1976-2016). Predict the product of the given reaction. (1) Given the reactants CN1CCOCC1.[Cl:8][C:9]1[CH:14]=[CH:13][C:12]([NH:15][C:16]([O:18][C@H:19]([C:23]2[CH:28]=[CH:27][CH:26]=[CH:25][CH:24]=2)[C:20]([OH:22])=O)=[O:17])=[CH:11][CH:10]=1.[CH3:29][O:30][N:31]=[C:32]1[CH2:37][CH2:36][CH2:35][CH2:34][N:33]1[C:38]1[CH:43]=[CH:42][C:41]([NH2:44])=[CH:40][CH:39]=1.Cl.CN(C)CCCN=C=NCC.O.OC1C2N=NNC=2C=CC=1.C(=O)([O-])O.[Na+], predict the reaction product. The product is: [Cl:8][C:9]1[CH:10]=[CH:11][C:12]([NH:15][C:16]([O:18][C@H:19]([C:23]2[CH:28]=[CH:27][CH:26]=[CH:25][CH:24]=2)[C:20]([NH:44][C:41]2[CH:42]=[CH:43][C:38]([N:33]3[CH2:34][CH2:35][CH2:36][CH2:37][C:32]3=[N:31][O:30][CH3:29])=[CH:39][CH:40]=2)=[O:22])=[O:17])=[CH:13][CH:14]=1. (2) Given the reactants [NH2:1][C:2]1[C:3]([C:8]([OH:10])=O)=[N:4][CH:5]=[CH:6][N:7]=1.Cl.CN.C[CH2:15][N:16]=C=NCCCN(C)C.C1C=CC2N(O)N=NC=2C=1.CCN(C(C)C)C(C)C, predict the reaction product. The product is: [NH2:1][C:2]1[C:3]([C:8]([NH:16][CH3:15])=[O:10])=[N:4][CH:5]=[CH:6][N:7]=1.